From a dataset of Full USPTO retrosynthesis dataset with 1.9M reactions from patents (1976-2016). Predict the reactants needed to synthesize the given product. Given the product [C:1]([C:3]1[CH:12]=[CH:11][C:6]([C:7]([O:9][CH3:10])=[O:8])=[CH:5][C:4]=1[N:14]1[CH:18]=[CH:17][CH:16]=[N:15]1)#[N:2], predict the reactants needed to synthesize it. The reactants are: [C:1]([C:3]1[CH:12]=[CH:11][C:6]([C:7]([O:9][CH3:10])=[O:8])=[CH:5][C:4]=1F)#[N:2].[NH:14]1[CH:18]=[CH:17][CH:16]=[N:15]1.[H-].[Na+].